From a dataset of Reaction yield outcomes from USPTO patents with 853,638 reactions. Predict the reaction yield, written as a fraction of the theoretical maximum amount of product (1.0 means a 100% yield; for example, 0.34 means a 34% yield). (1) The reactants are [NH2:1][CH2:2][CH:3]([OH:6])[CH2:4][NH2:5].[C:7](Cl)(=[O:21])[CH2:8][CH2:9][CH2:10][CH2:11][CH2:12][CH2:13][CH2:14][CH2:15][CH2:16][CH2:17][CH2:18][CH2:19][CH3:20]. The catalyst is C1COCC1. The product is [C:7]([NH:1][CH2:2][CH:3]([OH:6])[CH2:4][NH:5][C:7](=[O:21])[CH2:8][CH2:9][CH2:10][CH2:11][CH2:12][CH2:13][CH2:14][CH2:15][CH2:16][CH2:17][CH2:18][CH2:19][CH3:20])(=[O:21])[CH2:8][CH2:9][CH2:10][CH2:11][CH2:12][CH2:13][CH2:14][CH2:15][CH2:16][CH2:17][CH2:18][CH2:19][CH3:20]. The yield is 0.770. (2) The catalyst is C1COCC1. The product is [C:24]([O:23][C:21]([NH:20][C@@H:12]([CH2:13][CH2:14][CH2:15][CH2:16][CH2:17][CH:18]=[CH2:19])[C:11]([N:6]1[CH2:7][C@H:8]([OH:10])[CH2:9][C@H:5]1[C:3]([OH:4])=[O:2])=[O:28])=[O:22])([CH3:27])([CH3:26])[CH3:25]. The yield is 0.960. The reactants are C[O:2][C:3]([C@@H:5]1[CH2:9][C@@H:8]([OH:10])[CH2:7][N:6]1[C:11](=[O:28])[C@@H:12]([NH:20][C:21]([O:23][C:24]([CH3:27])([CH3:26])[CH3:25])=[O:22])[CH2:13][CH2:14][CH2:15][CH2:16][CH2:17][CH:18]=[CH2:19])=[O:4].CO.O.[OH-].[Li+]. (3) The reactants are [C:1]([O:5][C:6](=[O:35])[C:7]1[CH:12]=[CH:11][C:10]([NH:13][CH:14]([C:25]2[CH:30]=[CH:29][C:28]([C:31]([CH3:34])([CH3:33])[CH3:32])=[CH:27][CH:26]=2)[C:15](=[O:24])[NH:16][C:17]2[CH:22]=[CH:21][C:20]([I:23])=[CH:19][CH:18]=2)=[CH:9][CH:8]=1)([CH3:4])([CH3:3])[CH3:2].C=O.[C:38]([BH3-])#N.[Na+].CCOC(C)=O. The catalyst is CC(O)=O. The product is [C:1]([O:5][C:6](=[O:35])[C:7]1[CH:12]=[CH:11][C:10]([N:13]([CH:14]([C:25]2[CH:30]=[CH:29][C:28]([C:31]([CH3:34])([CH3:33])[CH3:32])=[CH:27][CH:26]=2)[C:15](=[O:24])[NH:16][C:17]2[CH:22]=[CH:21][C:20]([I:23])=[CH:19][CH:18]=2)[CH3:38])=[CH:9][CH:8]=1)([CH3:4])([CH3:3])[CH3:2]. The yield is 1.00. (4) The reactants are [CH:1]([C:3]1[CH:25]=[CH:24][C:6]([C:7]([NH:9][C:10]2[CH:15]=[CH:14][CH:13]=[CH:12][C:11]=2[NH:16][C:17](=[O:23])[O:18][C:19]([CH3:22])([CH3:21])[CH3:20])=[O:8])=[CH:5][CH:4]=1)=O.[O:26]1[CH2:31][CH2:30][N:29]([C:32]2[CH:37]=[CH:36][C:35]([C:38](=[O:40])[CH3:39])=[CH:34][CH:33]=2)[CH2:28][CH2:27]1.C(C1C=CC=CC=1)(=O)C.[OH-].[Na+]. The catalyst is CO. The product is [N:29]1([C:32]2[CH:33]=[CH:34][C:35]([C:38](=[O:40])[CH:39]=[CH:1][C:3]3[CH:4]=[CH:5][C:6]([C:7]([NH:9][C:10]4[CH:15]=[CH:14][CH:13]=[CH:12][C:11]=4[NH:16][C:17](=[O:23])[O:18][C:19]([CH3:22])([CH3:20])[CH3:21])=[O:8])=[CH:24][CH:25]=3)=[CH:36][CH:37]=2)[CH2:28][CH2:27][O:26][CH2:31][CH2:30]1. The yield is 0.900. (5) The reactants are [F:1][CH:2]([F:20])[C:3]1[CH:4]=[C:5]([C:10]2[CH:15]=[C:14]([O:16][CH3:17])[C:13](I)=[CH:12][C:11]=2[F:19])[CH:6]=[C:7]([F:9])[CH:8]=1.[B:21](OC(C)C)([O:26]C(C)C)[O:22]C(C)C.C([Li])CCC.[OH-].[Na+]. The catalyst is C1COCC1. The product is [F:1][CH:2]([F:20])[C:3]1[CH:4]=[C:5]([C:10]2[CH:15]=[C:14]([O:16][CH3:17])[C:13]([B:21]([OH:26])[OH:22])=[CH:12][C:11]=2[F:19])[CH:6]=[C:7]([F:9])[CH:8]=1. The yield is 0.182. (6) The reactants are [F:1][C:2]1[CH:9]=[CH:8][C:7]([CH:10]2[C:23]3[CH:22]=[CH:21][C:20]4[C:15](=[N:16][CH:17]=[CH:18][CH:19]=4)[C:14]=3[NH:13][S:12](=[O:25])(=[O:24])[N:11]2[CH3:26])=[CH:6][C:3]=1[CH:4]=O.[NH:27]1[CH2:32][CH2:31][NH:30][CH2:29][CH2:28]1.C(O[BH-](OC(=O)C)OC(=O)C)(=O)C.[Na+]. The catalyst is ClCCCl. The product is [F:1][C:2]1[CH:9]=[CH:8][C:7]([CH:10]2[C:23]3[CH:22]=[CH:21][C:20]4[C:15](=[N:16][CH:17]=[CH:18][CH:19]=4)[C:14]=3[NH:13][S:12](=[O:25])(=[O:24])[N:11]2[CH3:26])=[CH:6][C:3]=1[CH2:4][N:27]1[CH2:32][CH2:31][NH:30][CH2:29][CH2:28]1. The yield is 0.100.